The task is: Regression. Given two drug SMILES strings and cell line genomic features, predict the synergy score measuring deviation from expected non-interaction effect.. This data is from NCI-60 drug combinations with 297,098 pairs across 59 cell lines. (1) Drug 1: CC(C1=C(C=CC(=C1Cl)F)Cl)OC2=C(N=CC(=C2)C3=CN(N=C3)C4CCNCC4)N. Drug 2: C1C(C(OC1N2C=NC3=C2NC=NCC3O)CO)O. Cell line: HOP-92. Synergy scores: CSS=8.07, Synergy_ZIP=-1.12, Synergy_Bliss=1.16, Synergy_Loewe=1.63, Synergy_HSA=1.28. (2) Drug 1: CC1=C(C=C(C=C1)C(=O)NC2=CC(=CC(=C2)C(F)(F)F)N3C=C(N=C3)C)NC4=NC=CC(=N4)C5=CN=CC=C5. Drug 2: COCCOC1=C(C=C2C(=C1)C(=NC=N2)NC3=CC=CC(=C3)C#C)OCCOC.Cl. Cell line: SK-MEL-5. Synergy scores: CSS=10.3, Synergy_ZIP=-1.41, Synergy_Bliss=1.41, Synergy_Loewe=5.34, Synergy_HSA=3.19. (3) Drug 1: CC(C)CN1C=NC2=C1C3=CC=CC=C3N=C2N. Drug 2: N.N.Cl[Pt+2]Cl. Cell line: A549. Synergy scores: CSS=35.3, Synergy_ZIP=-0.507, Synergy_Bliss=-2.42, Synergy_Loewe=-2.45, Synergy_HSA=-2.57. (4) Drug 1: CCCCCOC(=O)NC1=NC(=O)N(C=C1F)C2C(C(C(O2)C)O)O. Drug 2: C1CN(P(=O)(OC1)NCCCl)CCCl. Cell line: HS 578T. Synergy scores: CSS=4.17, Synergy_ZIP=-0.751, Synergy_Bliss=3.02, Synergy_Loewe=3.10, Synergy_HSA=2.21. (5) Drug 1: CCCS(=O)(=O)NC1=C(C(=C(C=C1)F)C(=O)C2=CNC3=C2C=C(C=N3)C4=CC=C(C=C4)Cl)F. Drug 2: CCC1(CC2CC(C3=C(CCN(C2)C1)C4=CC=CC=C4N3)(C5=C(C=C6C(=C5)C78CCN9C7C(C=CC9)(C(C(C8N6C)(C(=O)OC)O)OC(=O)C)CC)OC)C(=O)OC)O.OS(=O)(=O)O. Cell line: SW-620. Synergy scores: CSS=48.0, Synergy_ZIP=19.3, Synergy_Bliss=20.8, Synergy_Loewe=-37.7, Synergy_HSA=6.28. (6) Drug 1: CCCCC(=O)OCC(=O)C1(CC(C2=C(C1)C(=C3C(=C2O)C(=O)C4=C(C3=O)C=CC=C4OC)O)OC5CC(C(C(O5)C)O)NC(=O)C(F)(F)F)O. Drug 2: N.N.Cl[Pt+2]Cl. Cell line: KM12. Synergy scores: CSS=56.1, Synergy_ZIP=-4.03, Synergy_Bliss=-2.69, Synergy_Loewe=-16.3, Synergy_HSA=0.639.